Dataset: Full USPTO retrosynthesis dataset with 1.9M reactions from patents (1976-2016). Task: Predict the reactants needed to synthesize the given product. (1) The reactants are: [NH2:1][C:2]1[CH:7]=[CH:6][C:5]([N:8]([C:10]2[C:19]3[C:14](=[CH:15][CH:16]=[CH:17][CH:18]=3)[N:13]=[C:12]([CH3:20])[N:11]=2)[CH3:9])=[CH:4][CH:3]=1.[O-:21][C:22]#[N:23].[K+]. Given the product [CH3:20][C:12]1[N:11]=[C:10]([N:8]([C:5]2[CH:6]=[CH:7][C:2]([NH:1][C:22]([NH2:23])=[O:21])=[CH:3][CH:4]=2)[CH3:9])[C:19]2[C:14](=[CH:15][CH:16]=[CH:17][CH:18]=2)[N:13]=1, predict the reactants needed to synthesize it. (2) Given the product [NH2:46][C:42]1[CH:41]=[C:40]([C:2]2[C:3]3[CH:30]=[C:29]([Cl:31])[CH:28]=[CH:27][C:4]=3[N:5]([CH2:18][C:19]3[CH:20]=[CH:21][C:22]([O:25][CH3:26])=[CH:23][CH:24]=3)[C:6](=[O:17])[CH:7]([CH2:9][C:10]3[CH:15]=[CH:14][CH:13]=[CH:12][C:11]=3[Cl:16])[N:8]=2)[CH:45]=[N:44][CH:43]=1, predict the reactants needed to synthesize it. The reactants are: Cl[C:2]1[C:3]2[CH:30]=[C:29]([Cl:31])[CH:28]=[CH:27][C:4]=2[N:5]([CH2:18][C:19]2[CH:24]=[CH:23][C:22]([O:25][CH3:26])=[CH:21][CH:20]=2)[C:6](=[O:17])[CH:7]([CH2:9][C:10]2[CH:15]=[CH:14][CH:13]=[CH:12][C:11]=2[Cl:16])[N:8]=1.CC1(C)C(C)(C)OB([C:40]2[CH:41]=[C:42]([NH2:46])[CH:43]=[N:44][CH:45]=2)O1.[OH-].[Cs+]. (3) Given the product [CH2:28]([O:27][C:25](/[N:1]=[C:2]1/[N:7]([C:25]([O:27][CH2:28][C:22]2[CH:21]=[CH:23][CH:34]=[CH:29][CH:30]=2)=[O:26])[C:6]([CH2:8][C:9]([N:11]([O:13][CH3:14])[CH3:12])=[O:10])=[CH:5][CH:4]=[CH:3]/1)=[O:26])[C:29]1[CH:34]=[CH:33][CH:32]=[CH:31][CH:30]=1, predict the reactants needed to synthesize it. The reactants are: [NH2:1][C:2]1[N:7]=[C:6]([CH2:8][C:9]([N:11]([O:13][CH3:14])[CH3:12])=[O:10])[CH:5]=[CH:4][CH:3]=1.CCN([CH:21]([CH3:23])[CH3:22])C(C)C.Cl[C:25]([O:27][CH2:28][C:29]1[CH:34]=[CH:33][CH:32]=[CH:31][CH:30]=1)=[O:26]. (4) Given the product [C:1]1([CH2:7][CH2:8][CH2:9][CH2:10][O:11][C:12]2[CH:13]=[CH:14][C:15]([O:16][CH2:17][C:18]([OH:20])=[O:19])=[CH:23][CH:24]=2)[CH:6]=[CH:5][CH:4]=[CH:3][CH:2]=1, predict the reactants needed to synthesize it. The reactants are: [C:1]1([CH2:7][CH2:8][CH2:9][CH2:10][O:11][C:12]2[CH:24]=[CH:23][C:15]([O:16][CH2:17][C:18]([O:20]CC)=[O:19])=[CH:14][CH:13]=2)[CH:6]=[CH:5][CH:4]=[CH:3][CH:2]=1.O.[OH-].[Li+].O1CCCC1.Cl. (5) Given the product [N:33]([CH2:12][CH2:13][O:14][CH2:15][CH2:16][O:17][CH2:18][CH2:19][O:20][CH2:21][CH2:22][O:23][C:24]1[CH:29]=[CH:28][C:27]([N+:30]([O-:32])=[O:31])=[CH:26][CH:25]=1)=[N+:34]=[N-:35], predict the reactants needed to synthesize it. The reactants are: CC1C=CC(S(O[CH2:12][CH2:13][O:14][CH2:15][CH2:16][O:17][CH2:18][CH2:19][O:20][CH2:21][CH2:22][O:23][C:24]2[CH:29]=[CH:28][C:27]([N+:30]([O-:32])=[O:31])=[CH:26][CH:25]=2)(=O)=O)=CC=1.[N-:33]=[N+:34]=[N-:35].[Na+]. (6) The reactants are: [NH2:1][C:2]1[CH:3]=[CH:4][C:5]([CH:8]([CH2:13][CH:14]2[CH2:16][CH2:15]2)[C:9]([O:11][CH3:12])=[O:10])=[N:6][CH:7]=1.[CH3:17][C:18]([CH3:20])=O.C(Cl)CCl.C(O[BH-](OC(=O)C)OC(=O)C)(=O)C.[Na+]. Given the product [CH:14]1([CH2:13][CH:8]([C:5]2[CH:4]=[CH:3][C:2]([NH:1][CH:18]([CH3:20])[CH3:17])=[CH:7][N:6]=2)[C:9]([O:11][CH3:12])=[O:10])[CH2:15][CH2:16]1, predict the reactants needed to synthesize it.